This data is from Forward reaction prediction with 1.9M reactions from USPTO patents (1976-2016). The task is: Predict the product of the given reaction. Given the reactants [NH2:1][CH2:2][CH2:3][CH2:4][CH2:5][C@H:6]([NH:14][C:15](=[O:34])[NH:16][C@@H:17]([CH2:25][CH2:26][C:27]([O:29][C:30]([CH3:33])([CH3:32])[CH3:31])=[O:28])[C:18]([O:20][C:21]([CH3:24])([CH3:23])[CH3:22])=[O:19])[C:7]([O:9][C:10]([CH3:13])([CH3:12])[CH3:11])=[O:8].[C:35]([O:39][C:40](=[O:80])[CH2:41][N:42]([CH2:72][C:73](=[O:79])[O:74][C:75]([CH3:78])([CH3:77])[CH3:76])[C:43](=[O:71])[CH2:44][N:45]1[CH:49]=[CH:48][N:47]=[C:46]1[CH2:50][N:51]([CH2:60][C:61]1[CH:66]=[CH:65][C:64]([O:67][CH2:68][C:69]#[CH:70])=[CH:63][CH:62]=1)[CH2:52][CH2:53][CH2:54][CH2:55][CH2:56][C:57](O)=[O:58])([CH3:38])([CH3:37])[CH3:36].CCN=C=NCCCN(C)C.C1C=CC2N(O)N=NC=2C=1.CCN(C(C)C)C(C)C, predict the reaction product. The product is: [C:75]([O:74][C:73](=[O:79])[CH2:72][N:42]([CH2:41][C:40](=[O:80])[O:39][C:35]([CH3:38])([CH3:37])[CH3:36])[C:43](=[O:71])[CH2:44][N:45]1[CH:49]=[CH:48][N:47]=[C:46]1[CH2:50][N:51]([CH2:60][C:61]1[CH:66]=[CH:65][C:64]([O:67][CH2:68][C:69]#[CH:70])=[CH:63][CH:62]=1)[CH2:52][CH2:53][CH2:54][CH2:55][CH2:56][C:57](=[O:58])[NH:1][CH2:2][CH2:3][CH2:4][CH2:5][C@@H:6]([C:7]([O:9][C:10]([CH3:13])([CH3:12])[CH3:11])=[O:8])[NH:14][C:15](=[O:34])[NH:16][C@H:17]([C:18]([O:20][C:21]([CH3:22])([CH3:23])[CH3:24])=[O:19])[CH2:25][CH2:26][C:27]([O:29][C:30]([CH3:33])([CH3:32])[CH3:31])=[O:28])([CH3:78])([CH3:76])[CH3:77].